Dataset: Reaction yield outcomes from USPTO patents with 853,638 reactions. Task: Predict the reaction yield, written as a fraction of the theoretical maximum amount of product (1.0 means a 100% yield; for example, 0.34 means a 34% yield). The catalyst is CN(C)C1C=CN=CC=1.ClCCl. The product is [Cl:1][C:2]1[CH:3]=[C:4]2[C:9](=[C:10]([C:12]([NH:32][S:29]([CH:26]3[CH2:28][CH2:27]3)(=[O:31])=[O:30])=[O:14])[CH:11]=1)[NH:8][CH:7]([C:15]1[CH:20]=[CH:19][CH:18]=[C:17]([N:21]([CH3:22])[CH3:23])[CH:16]=1)[CH2:6][C:5]2([CH3:25])[CH3:24]. The reactants are [Cl:1][C:2]1[CH:3]=[C:4]2[C:9](=[C:10]([C:12]([OH:14])=O)[CH:11]=1)[NH:8][CH:7]([C:15]1[CH:20]=[CH:19][CH:18]=[C:17]([N:21]([CH3:23])[CH3:22])[CH:16]=1)[CH2:6][C:5]2([CH3:25])[CH3:24].[CH:26]1([S:29]([NH2:32])(=[O:31])=[O:30])[CH2:28][CH2:27]1. The yield is 0.200.